This data is from Forward reaction prediction with 1.9M reactions from USPTO patents (1976-2016). The task is: Predict the product of the given reaction. (1) Given the reactants C(OC([N:8]1[CH2:13][CH2:12][CH:11]([N:14]2[C:18]3[CH:19]=[CH:20][CH:21]=[CH:22][C:17]=3[N:16]=[C:15]2[C:23]2[C:27]([NH2:28])=[N:26][O:25][N:24]=2)[CH2:10][CH2:9]1)=O)(C)(C)C.ClCCl, predict the reaction product. The product is: [NH:8]1[CH2:9][CH2:10][CH:11]([N:14]2[C:18]3[CH:19]=[CH:20][CH:21]=[CH:22][C:17]=3[N:16]=[C:15]2[C:23]2[C:27]([NH2:28])=[N:26][O:25][N:24]=2)[CH2:12][CH2:13]1. (2) Given the reactants [CH2:1]=O.[NH2:3][C:4]1[N:9]=[CH:8][C:7]([C:10]2[CH:11]=[N:12][N:13]([CH:15]3[CH2:19][NH:18][CH:17]([C:20]([NH:22][CH3:23])=[O:21])[CH2:16]3)[CH:14]=2)=[CH:6][C:5]=1[C:24]1[O:25][C:26]2[CH:32]=[CH:31][CH:30]=[CH:29][C:27]=2[N:28]=1.[Na].N, predict the reaction product. The product is: [NH2:3][C:4]1[N:9]=[CH:8][C:7]([C:10]2[CH:11]=[N:12][N:13]([C@H:15]3[CH2:19][N:18]([CH3:1])[C@H:17]([C:20]([NH:22][CH3:23])=[O:21])[CH2:16]3)[CH:14]=2)=[CH:6][C:5]=1[C:24]1[O:25][C:26]2[CH:32]=[CH:31][CH:30]=[CH:29][C:27]=2[N:28]=1.